This data is from Reaction yield outcomes from USPTO patents with 853,638 reactions. The task is: Predict the reaction yield, written as a fraction of the theoretical maximum amount of product (1.0 means a 100% yield; for example, 0.34 means a 34% yield). (1) The reactants are C1CO[C:8]2[CH:7]=[CH:6][C:5]([NH:11][C:12]3[C:17]([F:18])=[CH:16][N:15]=[C:14]([NH:19][C:20]4[CH:25]=[CH:24][CH:23]=[C:22](O)[CH:21]=4)[N:13]=3)=[CH:4][C:3]=2[O:2]1.ClC1N=C(NC2C=CC=C(O)C=2)C(F)=CN=1.[S:43]1[C:47]2C=CC=CC=2[C:45](CN)=[CH:44]1. No catalyst specified. The product is [S:43]1[C:44]2[CH:45]=[CH:21][CH:22]=[CH:23][C:24]=2[C:25]([CH2:20][NH:19][C:14]2[N:13]=[C:12]([NH:11][C:5]3[CH:6]=[CH:7][CH:8]=[C:3]([OH:2])[CH:4]=3)[C:17]([F:18])=[CH:16][N:15]=2)=[CH:47]1. The yield is 0.530. (2) The reactants are [Cl:1][C:2]1[CH:7]=[CH:6][C:5]([NH:8][C:9]([C:11]2[C:12]([NH:17][CH2:18][CH:19]3[CH2:24][CH2:23][N:22]([C:25]4[CH:30]=[CH:29][N:28]=[CH:27][CH:26]=4)[CH2:21][CH2:20]3)=[N:13][CH:14]=[CH:15][CH:16]=2)=O)=[CH:4][CH:3]=1.[H-].[Al+3].[Li+].[H-].[H-].[H-]. The catalyst is C1COCC1.CO. The yield is 0.620. The product is [Cl:1][C:2]1[CH:7]=[CH:6][C:5]([NH:8][CH2:9][C:11]2[C:12]([NH:17][CH2:18][CH:19]3[CH2:20][CH2:21][N:22]([C:25]4[CH:26]=[CH:27][N:28]=[CH:29][CH:30]=4)[CH2:23][CH2:24]3)=[N:13][CH:14]=[CH:15][CH:16]=2)=[CH:4][CH:3]=1. (3) The reactants are [O:1]1[C:5]2[CH:6]=[CH:7][CH:8]=[CH:9][C:4]=2[CH:3]=[C:2]1[CH:10]=O.[CH3:12][NH2:13].C(O[BH-](OC(=O)C)OC(=O)C)(=O)C.[Na+]. The catalyst is ClC(Cl)C.C1COCC1.C(O)(=O)C. The product is [O:1]1[CH:5]2[CH:6]=[CH:7][CH:8]=[CH:9][CH:4]2[CH:3]=[C:2]1[CH2:10][NH:13][CH3:12]. The yield is 0.640. (4) The product is [OH2:6].[Li+:2].[Li+:2].[SH:3][CH2:4][C:5]([O-:7])=[O:6].[SH:3][CH2:4][C:5]([O-:7])=[O:6]. The catalyst is CC(O)C. The reactants are [OH-].[Li+:2].[SH:3][CH2:4][C:5]([OH:7])=[O:6]. The yield is 0.970.